This data is from Full USPTO retrosynthesis dataset with 1.9M reactions from patents (1976-2016). The task is: Predict the reactants needed to synthesize the given product. (1) Given the product [Cl:1][C:2]1[CH:7]=[C:6]2[NH:8][C:9](=[O:41])[C:10]3([CH:15]([C:16]4[CH:21]=[C:20]([Cl:22])[CH:19]=[CH:18][C:17]=4[O:23][C:24]([C:27]([OH:29])=[O:28])([CH3:25])[CH3:26])[CH2:14][C:13](=[O:31])[NH:12][CH:11]3[C:32]3[C:37]([CH3:38])=[CH:36][CH:35]=[C:34]([F:39])[C:33]=3[F:40])[C:5]2=[CH:4][CH:3]=1, predict the reactants needed to synthesize it. The reactants are: [Cl:1][C:2]1[CH:7]=[C:6]2[NH:8][C:9](=[O:41])[C:10]3([CH:15]([C:16]4[CH:21]=[C:20]([Cl:22])[CH:19]=[CH:18][C:17]=4[O:23][C:24]([C:27]([O:29]C)=[O:28])([CH3:26])[CH3:25])[CH2:14][C:13](=[O:31])[NH:12][CH:11]3[C:32]3[C:37]([CH3:38])=[CH:36][CH:35]=[C:34]([F:39])[C:33]=3[F:40])[C:5]2=[CH:4][CH:3]=1.[OH-].[Na+].O.Cl. (2) Given the product [ClH:34].[CH3:33][N:2]([CH3:1])[C:3]1([C:27]2[CH:28]=[CH:29][CH:30]=[CH:31][CH:32]=2)[CH2:8][CH2:7][CH:6]([CH2:9][C:10]([NH:12][CH2:13][CH2:14][CH2:15][CH2:16][CH2:17][C:18]2[C:26]3[C:21](=[CH:22][CH:23]=[CH:24][CH:25]=3)[NH:20][CH:19]=2)=[O:11])[CH2:5][CH2:4]1, predict the reactants needed to synthesize it. The reactants are: [CH3:1][N:2]([CH3:33])[C:3]1([C:27]2[CH:32]=[CH:31][CH:30]=[CH:29][CH:28]=2)[CH2:8][CH2:7][CH:6]([CH2:9][C:10]([NH:12][CH2:13][CH2:14][CH2:15][CH2:16][CH2:17][C:18]2[C:26]3[C:21](=[CH:22][CH:23]=[CH:24][CH:25]=3)[NH:20][CH:19]=2)=[O:11])[CH2:5][CH2:4]1.[Cl:34][Si](C)(C)C.CCOCC. (3) Given the product [NH2:7][C:2]1[CH:3]=[CH:4][CH:5]=[CH:6][C:1]=1[NH:8][C:16](=[O:17])[C:15]1[CH:14]=[CH:13][C:12]([N+:9]([O-:11])=[O:10])=[CH:20][CH:19]=1, predict the reactants needed to synthesize it. The reactants are: [C:1]1([NH2:8])[CH:6]=[CH:5][CH:4]=[CH:3][C:2]=1[NH2:7].[N+:9]([C:12]1[CH:20]=[CH:19][C:15]([C:16](Cl)=[O:17])=[CH:14][CH:13]=1)([O-:11])=[O:10]. (4) Given the product [O:1]1[C:5]2[CH:6]=[CH:7][CH:8]=[CH:9][C:4]=2[CH2:3][CH:2]1[CH2:10][N:16]1[C:12](=[O:22])[C:13]2[C:14](=[CH:18][CH:19]=[CH:20][CH:21]=2)[C:15]1=[O:17], predict the reactants needed to synthesize it. The reactants are: [O:1]1[C:5]2[CH:6]=[CH:7][CH:8]=[CH:9][C:4]=2[CH2:3][CH:2]1[CH2:10]O.[C:12]1(=[O:22])[NH:16][C:15](=[O:17])[C:14]2=[CH:18][CH:19]=[CH:20][CH:21]=[C:13]12.C1(P(C2C=CC=CC=2)C2C=CC=CC=2)C=CC=CC=1.N(C(OCC)=O)=NC(OCC)=O. (5) Given the product [OH:54][C@H:25]([CH2:24][O:23][C:22]1[CH:21]=[CH:20][C:19]([OH:18])=[CH:56][CH:55]=1)[CH2:26][NH:27][CH2:28][CH2:29][C:30]1[CH:53]=[CH:52][C:33]([NH:34][CH:35]2[CH2:40][CH2:39][N:38]([C:41]([C:43]3[C:51]4[C:46](=[CH:47][CH:48]=[CH:49][CH:50]=4)[NH:45][N:44]=3)=[O:42])[CH2:37][CH2:36]2)=[CH:32][CH:31]=1, predict the reactants needed to synthesize it. The reactants are: [Si]([O:18][C:19]1[CH:56]=[CH:55][C:22]([O:23][CH2:24][C@@H:25]([OH:54])[CH2:26][NH:27][CH2:28][CH2:29][C:30]2[CH:53]=[CH:52][C:33]([NH:34][CH:35]3[CH2:40][CH2:39][N:38]([C:41]([C:43]4[C:51]5[C:46](=[CH:47][CH:48]=[CH:49][CH:50]=5)[NH:45][N:44]=4)=[O:42])[CH2:37][CH2:36]3)=[CH:32][CH:31]=2)=[CH:21][CH:20]=1)(C(C)(C)C)(C1C=CC=CC=1)C1C=CC=CC=1.